Dataset: Forward reaction prediction with 1.9M reactions from USPTO patents (1976-2016). Task: Predict the product of the given reaction. (1) Given the reactants [OH:1][N:2]=[C:3]([NH2:16])[C:4]1[CH:9]=[CH:8][C:7]([CH:10]=[CH2:11])=[CH:6][C:5]=1[C:12]([F:15])([F:14])[F:13].[C:17]1([C:23]2[C:27]([C:28]([F:31])([F:30])[F:29])=[C:26]([C:32](O)=O)[O:25][N:24]=2)[CH:22]=[CH:21][CH:20]=[CH:19][CH:18]=1.CCN(C(C)C)C(C)C.C1N(P(Cl)(N2C(=O)OCC2)=O)C(=O)OC1.CCCC[N+](CCCC)(CCCC)CCCC.[F-].C1COCC1, predict the reaction product. The product is: [C:17]1([C:23]2[C:27]([C:28]([F:30])([F:31])[F:29])=[C:26]([C:32]3[O:1][N:2]=[C:3]([C:4]4[CH:9]=[CH:8][C:7]([CH:10]=[CH2:11])=[CH:6][C:5]=4[C:12]([F:14])([F:13])[F:15])[N:16]=3)[O:25][N:24]=2)[CH:18]=[CH:19][CH:20]=[CH:21][CH:22]=1. (2) Given the reactants [Br:1][C:2]1[N:6]2[CH2:7][CH2:8][N:9]([C:10](=[O:12])[CH3:11])[C:5]2=[N:4][C:3]=1[C:13]1[CH:18]=[CH:17][CH:16]=[C:15]([CH3:19])[N:14]=1.[CH2:20]([O:22][C:23](C1CN2C=C(C3C=CC=C(C)N=3)N=C2N1C(=O)C)=[O:24])[CH3:21].CC1N=C(C2N=C3N(C(=O)C)CCN3C=2)C=CC=1, predict the reaction product. The product is: [CH2:20]([O:22][C:23]([CH:8]1[CH2:7][N:6]2[C:2]([Br:1])=[C:3]([C:13]3[CH:18]=[CH:17][CH:16]=[C:15]([CH3:19])[N:14]=3)[N:4]=[C:5]2[N:9]1[C:10](=[O:12])[CH3:11])=[O:24])[CH3:21].